Dataset: Catalyst prediction with 721,799 reactions and 888 catalyst types from USPTO. Task: Predict which catalyst facilitates the given reaction. (1) Reactant: [H-].[Na+].[CH:3]1([C:9](=[O:11])[CH3:10])[CH2:8][CH2:7][CH2:6][CH2:5][CH2:4]1.CO[C:14](=[O:22])[C:15]1[CH:20]=[CH:19][C:18]([F:21])=[CH:17][CH:16]=1.Cl. Product: [CH:3]1([C:9](=[O:11])[CH2:10][C:14]([C:15]2[CH:16]=[CH:17][C:18]([F:21])=[CH:19][CH:20]=2)=[O:22])[CH2:8][CH2:7][CH2:6][CH2:5][CH2:4]1. The catalyst class is: 1. (2) Reactant: O=P(Cl)(Cl)[Cl:3].O[C:7]1[C:12]([Cl:13])=[C:11]([CH:14]([F:16])[F:15])[N:10]=[CH:9][N:8]=1. Product: [Cl:3][C:7]1[C:12]([Cl:13])=[C:11]([CH:14]([F:16])[F:15])[N:10]=[CH:9][N:8]=1. The catalyst class is: 11. (3) Reactant: OS(O)(=O)=O.[CH2:6]([O:8][C:9](=[O:40])[C:10](=O)[CH2:11][S:12][C:13]([C:15]1[CH:16]=[C:17]2[C:21](=[CH:22][CH:23]=1)[N:20]([CH3:24])[C:19]1[N:25]([CH3:38])[C:26](=[O:37])[C:27]([C:29]3[CH:34]=[CH:33][C:32]([Cl:35])=[CH:31][C:30]=3[Cl:36])=[CH:28][C:18]2=1)=[NH:14])[CH3:7].[OH-].[Na+]. Product: [CH2:6]([O:8][C:9]([C:10]1[N:14]=[C:13]([C:15]2[CH:16]=[C:17]3[C:21](=[CH:22][CH:23]=2)[N:20]([CH3:24])[C:19]2[N:25]([CH3:38])[C:26](=[O:37])[C:27]([C:29]4[CH:34]=[CH:33][C:32]([Cl:35])=[CH:31][C:30]=4[Cl:36])=[CH:28][C:18]3=2)[S:12][CH:11]=1)=[O:40])[CH3:7]. The catalyst class is: 6.